Dataset: Full USPTO retrosynthesis dataset with 1.9M reactions from patents (1976-2016). Task: Predict the reactants needed to synthesize the given product. (1) Given the product [CH3:1][O:2][CH2:3][C:4]1[S:8][C:7]([NH:9][S:19]([C:16]2[CH:15]=[CH:14][C:13]([N+:10]([O-:12])=[O:11])=[CH:18][CH:17]=2)(=[O:20])=[O:21])=[N:6][N:5]=1, predict the reactants needed to synthesize it. The reactants are: [CH3:1][O:2][CH2:3][C:4]1[S:8][C:7]([NH2:9])=[N:6][N:5]=1.[N+:10]([C:13]1[CH:18]=[CH:17][C:16]([S:19](Cl)(=[O:21])=[O:20])=[CH:15][CH:14]=1)([O-:12])=[O:11]. (2) Given the product [OH:30][C@H:27]1[CH2:26][CH2:25][C@H:24]([NH:23][C:12]2[N:11]=[C:10]([NH:9][C:7]3[S:8][C:4]4[CH:3]=[C:2]([N:1]5[CH2:47][CH2:46][O:45][C:43]5=[O:44])[CH:32]=[CH:31][C:5]=4[N:6]=3)[CH:15]=[C:14]([CH2:16][C:17]3[CH:18]=[CH:19][CH:20]=[CH:21][CH:22]=3)[N:13]=2)[CH2:29][CH2:28]1, predict the reactants needed to synthesize it. The reactants are: [NH2:1][C:2]1[CH:32]=[CH:31][C:5]2[N:6]=[C:7]([NH:9][C:10]3[CH:15]=[C:14]([CH2:16][C:17]4[CH:22]=[CH:21][CH:20]=[CH:19][CH:18]=4)[N:13]=[C:12]([NH:23][C@H:24]4[CH2:29][CH2:28][C@H:27]([OH:30])[CH2:26][CH2:25]4)[N:11]=3)[S:8][C:4]=2[CH:3]=1.C(N(C(C)C)C(C)C)C.Cl[C:43]([O:45][CH2:46][CH2:47]Br)=[O:44].CC(C)([O-])C.[K+]. (3) Given the product [CH2:1]([O:8][C:9](=[O:41])[NH:10][C@@H:11]1[CH2:17][CH2:16][CH2:15][N:14]([C:18]2[N:19]([CH3:40])[N:20]=[CH:21][C:22]=2[NH:23][C:24]([C:26]2[N:27]=[C:28]([C:46]3[CH:45]=[CH:44][C:43]([F:42])=[CH:48][C:47]=3[F:49])[S:29][C:30]=2[NH:31][C:32]([O:34][C:35]([CH3:38])([CH3:37])[CH3:36])=[O:33])=[O:25])[CH2:13][CH2:12]1)[C:2]1[CH:7]=[CH:6][CH:5]=[CH:4][CH:3]=1, predict the reactants needed to synthesize it. The reactants are: [CH2:1]([O:8][C:9](=[O:41])[NH:10][C@@H:11]1[CH2:17][CH2:16][CH2:15][N:14]([C:18]2[N:19]([CH3:40])[N:20]=[CH:21][C:22]=2[NH:23][C:24]([C:26]2[N:27]=[C:28](Br)[S:29][C:30]=2[NH:31][C:32]([O:34][C:35]([CH3:38])([CH3:37])[CH3:36])=[O:33])=[O:25])[CH2:13][CH2:12]1)[C:2]1[CH:7]=[CH:6][CH:5]=[CH:4][CH:3]=1.[F:42][C:43]1[CH:48]=[C:47]([F:49])[CH:46]=[CH:45][C:44]=1B1OC(C)(C)C(C)(C)O1.C(=O)([O-])[O-].[Cs+].[Cs+].ClCCl. (4) Given the product [CH2:23]([O:22][C:20](=[O:21])[CH2:19][O:18][CH2:3][C@@H:2]([C:4]([O:6][CH3:7])=[O:5])[NH:1][C:8]([O:10][CH2:11][C:12]1[CH:13]=[CH:14][CH:15]=[CH:16][CH:17]=1)=[O:9])[C:24]1[CH:29]=[CH:28][CH:27]=[CH:26][CH:25]=1, predict the reactants needed to synthesize it. The reactants are: [N@:1]1([C:8]([O:10][CH2:11][C:12]2[CH:17]=[CH:16][CH:15]=[CH:14][CH:13]=2)=[O:9])[CH2:3][CH:2]1[C:4]([O:6][CH3:7])=[O:5].[OH:18][CH2:19][C:20]([O:22][CH2:23][C:24]1[CH:29]=[CH:28][CH:27]=[CH:26][CH:25]=1)=[O:21].B(F)(F)F.CCOCC.N1CC1. (5) Given the product [N+:1]([C:3]1[CH:14]=[CH:13][CH:12]=[CH:11][C:4]=1[CH2:5][N:6]1[C:15](=[O:21])[CH2:16][C:17](=[O:19])[N:9]([CH3:10])[C:7]1=[O:8])#[C-:2], predict the reactants needed to synthesize it. The reactants are: [N+:1]([C:3]1[CH:14]=[CH:13][CH:12]=[CH:11][C:4]=1[CH2:5][NH:6][C:7]([NH:9][CH3:10])=[O:8])#[C-:2].[C:15]([OH:21])(=O)[CH2:16][C:17]([OH:19])=O.C(OC(=O)C)(=O)C. (6) Given the product [CH3:25][C:26]1([CH3:42])[C:30]([CH3:32])([CH3:31])[O:29][B:28]([C:2]2[CH:7]=[CH:6][C:5]([C:8]3[C:13]4=[N:14][S:15](=[O:19])(=[O:18])[CH2:16][CH2:17][N:12]4[CH:11]=[CH:10][CH:9]=3)=[CH:4][CH:3]=2)[O:27]1, predict the reactants needed to synthesize it. The reactants are: Cl[C:2]1[CH:7]=[CH:6][C:5]([C:8]2[C:13]3=[N:14][S:15](=[O:19])(=[O:18])[CH2:16][CH2:17][N:12]3[CH:11]=[CH:10][CH:9]=2)=[CH:4][CH:3]=1.C([O-])(=O)C.[K+].[CH3:25][C:26]1([CH3:42])[C:30]([CH3:32])([CH3:31])[O:29][B:28]([B:28]2[O:29][C:30]([CH3:32])([CH3:31])[C:26]([CH3:42])([CH3:25])[O:27]2)[O:27]1.C1(P(C2CCCCC2)C2CCCCC2)CCCCC1.